This data is from Forward reaction prediction with 1.9M reactions from USPTO patents (1976-2016). The task is: Predict the product of the given reaction. (1) Given the reactants C([O:4][C:5]1[CH:30]=[CH:29][C:8]([C:9]([CH:11](C(OCC)=O)[CH2:12][C:13]([C:15]2[S:19][C:18]([C:20]([O:22]C)=[O:21])=[CH:17][CH:16]=2)=[O:14])=[O:10])=[CH:7][CH:6]=1)(=O)C.[OH-].[Na+], predict the reaction product. The product is: [OH:4][C:5]1[CH:30]=[CH:29][C:8]([C:9](=[O:10])[CH2:11][CH2:12][C:13]([C:15]2[S:19][C:18]([C:20]([OH:22])=[O:21])=[CH:17][CH:16]=2)=[O:14])=[CH:7][CH:6]=1. (2) Given the reactants [CH:1](=[N:8][OH:9])[C:2]1[CH:7]=[CH:6][CH:5]=[CH:4][CH:3]=1.ClCCl.ClN1[C:18](=[O:19])[CH2:17][CH2:16]C1=O.C(O)C#C, predict the reaction product. The product is: [C:2]1([C:1]2[CH:16]=[C:17]([CH2:18][OH:19])[O:9][N:8]=2)[CH:7]=[CH:6][CH:5]=[CH:4][CH:3]=1. (3) Given the reactants O.O.C(O)(=O)C(O)=O.[CH2:9]([O:11][C:12](=[O:37])[CH:13]([O:34][CH2:35][CH3:36])[CH:14]([C:16]1[CH:21]=[CH:20][C:19]([O:22]CC2C=CC=CC=2)=[CH:18][C:17]=1[O:30][CH:31]([CH3:33])[CH3:32])O)[CH3:10], predict the reaction product. The product is: [CH2:9]([O:11][C:12](=[O:37])[CH:13]([O:34][CH2:35][CH3:36])[CH2:14][C:16]1[CH:21]=[CH:20][C:19]([OH:22])=[CH:18][C:17]=1[O:30][CH:31]([CH3:32])[CH3:33])[CH3:10]. (4) Given the reactants [Cl:1][C:2]1[CH:3]=[C:4]2[C:8](=[CH:9][CH:10]=1)[NH:7][N:6]=[C:5]2[C:11]([OH:13])=O.[NH2:14][C:15]1[CH:16]=[N:17][N:18]([CH2:20][C:21]2[CH:22]=[C:23]([CH:26]=[CH:27][CH:28]=2)[C:24]#[N:25])[CH:19]=1.C1C=C2N=NN(O)C2=CC=1.O.CCN=C=NCCCN(C)C, predict the reaction product. The product is: [Cl:1][C:2]1[CH:3]=[C:4]2[C:8](=[CH:9][CH:10]=1)[NH:7][N:6]=[C:5]2[C:11]([NH:14][C:15]1[CH:16]=[N:17][N:18]([CH2:20][C:21]2[CH:28]=[CH:27][CH:26]=[C:23]([C:24]#[N:25])[CH:22]=2)[CH:19]=1)=[O:13]. (5) The product is: [F:16][C:13]([F:14])([F:15])[C:12]([NH:11][CH2:10]/[CH:9]=[CH:8]/[C:4]1[CH:5]=[CH:6][CH:7]=[C:2]([NH:1][CH2:19][C:20]2([OH:18])[CH2:25][CH2:24][CH2:23][CH2:22][CH2:21]2)[CH:3]=1)=[O:17]. Given the reactants [NH2:1][C:2]1[CH:3]=[C:4](/[CH:8]=[CH:9]/[CH2:10][NH:11][C:12](=[O:17])[C:13]([F:16])([F:15])[F:14])[CH:5]=[CH:6][CH:7]=1.[O:18]1[C:20]2([CH2:25][CH2:24][CH2:23][CH2:22][CH2:21]2)[CH2:19]1, predict the reaction product.